This data is from Full USPTO retrosynthesis dataset with 1.9M reactions from patents (1976-2016). The task is: Predict the reactants needed to synthesize the given product. (1) Given the product [Cl:1][C:2]1[CH:7]=[CH:6][C:5]([C@@H:8]2[CH2:13][CH2:12][N:11]([C:14]([O:16][C:17]([CH3:18])([CH3:20])[CH3:19])=[O:15])[CH2:10][C@H:9]2[CH2:21][O:22][C:23]2[CH:28]=[C:27]([F:29])[C:26]([S:30](=[O:33])(=[O:32])[NH:31][C:36](=[O:37])[NH:35][CH:38]([CH3:40])[CH3:39])=[CH:25][C:24]=2[F:34])=[CH:4][CH:3]=1, predict the reactants needed to synthesize it. The reactants are: [Cl:1][C:2]1[CH:7]=[CH:6][C:5]([C@@H:8]2[CH2:13][CH2:12][N:11]([C:14]([O:16][C:17]([CH3:20])([CH3:19])[CH3:18])=[O:15])[CH2:10][C@H:9]2[CH2:21][O:22][C:23]2[CH:28]=[C:27]([F:29])[C:26]([S:30](=[O:33])(=[O:32])[NH2:31])=[CH:25][C:24]=2[F:34])=[CH:4][CH:3]=1.[N:35]([CH:38]([CH3:40])[CH3:39])=[C:36]=[O:37]. (2) Given the product [CH2:4]=[CH:3][C:7]1[CH:8]=[CH:9][CH:10]=[CH:12][CH:13]=1.[CH2:15]=[CH:16][CH:17]=[CH2:18], predict the reactants needed to synthesize it. The reactants are: O=O.[C:3]([C:7]1[CH:8]=[C:9](O)[C:10](=[CH:12][CH:13]=1)O)(C)(C)[CH3:4].[CH2:15]=[CH:16][CH:17]=[CH2:18]. (3) Given the product [NH2:39][C:38]1[C:33]2[C:32]([C:40]([NH2:41])=[O:53])=[CH:31][N:30]([C@@H:8]3[O:9][C@H:10]4[C@@H:11]([O:12][Si:13]([CH:27]([CH3:29])[CH3:28])([CH:24]([CH3:25])[CH3:26])[O:14][Si:15]([CH:18]([CH3:19])[CH3:20])([CH:21]([CH3:22])[CH3:23])[O:16][CH2:17]4)[C@@H:7]3[N:45]=[N+:46]=[N-:47])[C:34]=2[N:35]=[CH:36][N:37]=1, predict the reactants needed to synthesize it. The reactants are: FC(F)(F)S(O[C@@H:7]1[C@@H:11]2[O:12][Si:13]([CH:27]([CH3:29])[CH3:28])([CH:24]([CH3:26])[CH3:25])[O:14][Si:15]([CH:21]([CH3:23])[CH3:22])([CH:18]([CH3:20])[CH3:19])[O:16][CH2:17][C@H:10]2[O:9][C@H:8]1[N:30]1[C:34]2[N:35]=[CH:36][N:37]=[C:38]([NH2:39])[C:33]=2[C:32]([C:40](=S)[NH2:41])=[CH:31]1)(=O)=O.[N-:45]=[N+:46]=[N-:47].[Na+].CN(C=[O:53])C. (4) Given the product [N:10]([CH2:9][CH2:8][C:7]([O:6][C:2]([CH3:5])([CH3:4])[CH3:3])=[O:11])=[C:13]=[O:15], predict the reactants needed to synthesize it. The reactants are: Cl.[C:2]([O:6][C:7](=[O:11])[CH2:8][CH2:9][NH2:10])([CH3:5])([CH3:4])[CH3:3].Cl[C:13](Cl)([O:15]C(=O)OC(Cl)(Cl)Cl)Cl. (5) Given the product [C:15]([C:12]([C:10]1[CH:9]=[C:8]([CH:7]=[C:6]([C:3]([C:1]#[N:2])([CH3:5])[CH3:4])[CH:11]=1)[CH2:17][Br:41])([CH3:13])[CH3:14])#[N:16], predict the reactants needed to synthesize it. The reactants are: [C:1]([C:3]([C:6]1[CH:7]=[C:8]([CH3:17])[CH:9]=[C:10]([C:12]([C:15]#[N:16])([CH3:14])[CH3:13])[CH:11]=1)([CH3:5])[CH3:4])#[N:2].C(OOC(=O)C1C=CC=CC=1)(=O)C1C=CC=CC=1.S(=O)(=O)(O)O.[Br:41]N1C(=O)CCC1=O.